Predict the product of the given reaction. From a dataset of Forward reaction prediction with 1.9M reactions from USPTO patents (1976-2016). (1) Given the reactants B(F)(F)F.CCOCC.[F:10][C:11]([F:30])([F:29])[C:12]1[CH:28]=[CH:27][C:15]([O:16][CH2:17][C:18]([O:20][CH2:21][C:22]2([CH3:26])[CH2:25][O:24][CH2:23]2)=[O:19])=[CH:14][CH:13]=1, predict the reaction product. The product is: [CH3:23][C:22]12[CH2:25][O:24][C:18]([CH2:17][O:16][C:15]3[CH:27]=[CH:28][C:12]([C:11]([F:30])([F:29])[F:10])=[CH:13][CH:14]=3)([O:19][CH2:26]1)[O:20][CH2:21]2. (2) Given the reactants [Cl:1][C:2]1[CH:9]=[C:8]([N:10]([CH2:16][C:17]2[CH:22]=[CH:21][CH:20]=[CH:19][C:18]=2[Cl:23])[C@H:11]2[CH2:15][CH2:14][NH:13][CH2:12]2)[CH:7]=[CH:6][C:3]=1[C:4]#[N:5].[Cl:24][C:25]1[CH:26]=[C:27]([CH2:32][S:33](Cl)(=[O:35])=[O:34])[CH:28]=[C:29]([Cl:31])[CH:30]=1, predict the reaction product. The product is: [Cl:1][C:2]1[CH:9]=[C:8]([N:10]([CH2:16][C:17]2[CH:22]=[CH:21][CH:20]=[CH:19][C:18]=2[Cl:23])[C@H:11]2[CH2:15][CH2:14][N:13]([S:33]([CH2:32][C:27]3[CH:28]=[C:29]([Cl:31])[CH:30]=[C:25]([Cl:24])[CH:26]=3)(=[O:35])=[O:34])[CH2:12]2)[CH:7]=[CH:6][C:3]=1[C:4]#[N:5]. (3) Given the reactants [CH3:1][NH2:2].C(O)C.[CH3:6][O:7][C:8]1[CH:9]=[C:10]2[C:15](=[CH:16][CH:17]=1)[CH:14]=[C:13]([CH:18]=O)[CH:12]=[CH:11]2.S([O-])([O-])(=O)=O.[Mg+2], predict the reaction product. The product is: [CH3:6][O:7][C:8]1[CH:9]=[C:10]2[C:15](=[CH:16][CH:17]=1)[CH:14]=[C:13]([CH:18]=[N:2][CH3:1])[CH:12]=[CH:11]2. (4) Given the reactants [Cl:1][CH2:2][CH2:3][CH2:4][N:5]1[CH2:10][C@H:9]2[C@:7]([C:11]3[CH:16]=[CH:15][C:14]([C:17]([F:20])([F:19])[F:18])=[CH:13][CH:12]=3)([CH2:8]2)[CH2:6]1.[C:21]1([C:27]2[S:31][C:30](=[S:32])[NH:29][N:28]=2)[CH:26]=[CH:25][CH:24]=[CH:23][CH:22]=1, predict the reaction product. The product is: [ClH:1].[C:21]1([C:27]2[S:31][C:30]([S:32][CH2:2][CH2:3][CH2:4][N:5]3[CH2:10][C@H:9]4[C@:7]([C:11]5[CH:16]=[CH:15][C:14]([C:17]([F:20])([F:19])[F:18])=[CH:13][CH:12]=5)([CH2:8]4)[CH2:6]3)=[N:29][N:28]=2)[CH:22]=[CH:23][CH:24]=[CH:25][CH:26]=1. (5) Given the reactants [F:1][C:2]1[CH:22]=[CH:21][C:5]([C:6]([NH:8][C:9]2[C:17]([CH3:18])=[C:16]([O:19][CH3:20])[CH:15]=[CH:14][C:10]=2[C:11](O)=[O:12])=O)=[CH:4][CH:3]=1.C([NH2:25])=O, predict the reaction product. The product is: [F:1][C:2]1[CH:22]=[CH:21][C:5]([C:6]2[N:25]=[C:11]([OH:12])[C:10]3[C:9](=[C:17]([CH3:18])[C:16]([O:19][CH3:20])=[CH:15][CH:14]=3)[N:8]=2)=[CH:4][CH:3]=1. (6) The product is: [CH3:11][O:12][C:13](=[O:24])[C:14]1[CH:19]=[CH:18][C:17]([C:20]([NH:5][C:4]2[CH:6]=[C:7]([F:9])[CH:8]=[C:2]([Br:1])[C:3]=2[CH3:10])=[O:21])=[C:16]([F:23])[CH:15]=1. Given the reactants [Br:1][C:2]1[C:3]([CH3:10])=[C:4]([CH:6]=[C:7]([F:9])[CH:8]=1)[NH2:5].[CH3:11][O:12][C:13](=[O:24])[C:14]1[CH:19]=[CH:18][C:17]([C:20](Cl)=[O:21])=[C:16]([F:23])[CH:15]=1, predict the reaction product. (7) Given the reactants C(OC([N:8]1C2C(=CC(CN3CCN(C(OC(C)(C)C)=O)CC3)=CC=2)C=[C:9]1[C:31]1[C:32](=O)[N:33](COCC[Si](C)(C)C)C=C(C(O)=O)C=1)=O)(C)(C)C.[C:49]1([C@H:55](O)[CH3:56])[CH:54]=[CH:53][CH:52]=[CH:51][CH:50]=1.C(OC(N1C2C(=CC(C(N3CCN(C)CC3)=O)=CC=2)C=C1C1C(=O)N(COCC[Si](C)(C)C)C=C(C(O)=O)C=1)=O)(C)(C)C.N([C:109]([O:111][CH:112]([CH3:114])C)=[O:110])=N[C:109]([O:111][CH:112](C)[CH3:114])=[O:110], predict the reaction product. The product is: [CH2:112]([O:111][C:109]([C:31]1[CH:9]=[N:8][N:33]([C@H:55]([C:49]2[CH:54]=[CH:53][CH:52]=[CH:51][CH:50]=2)[CH3:56])[CH:32]=1)=[O:110])[CH3:114]. (8) Given the reactants [Br:1][C:2]1[C:3]([C@:8]([NH:23][S@:24]([C:26]([CH3:29])([CH3:28])[CH3:27])=[O:25])([C:11]2[CH:16]=[CH:15][C:14]([O:17][C:18]([F:21])([F:20])[F:19])=[C:13]([F:22])[CH:12]=2)[CH:9]=[CH2:10])=[N:4][CH:5]=[CH:6][CH:7]=1.[OH2:30].C[N+]1([O-])CC[O:35]CC1, predict the reaction product. The product is: [Br:1][C:2]1[C:3]([C@:8]([NH:23][S@:24]([C:26]([CH3:29])([CH3:28])[CH3:27])=[O:25])([C:11]2[CH:16]=[CH:15][C:14]([O:17][C:18]([F:21])([F:19])[F:20])=[C:13]([F:22])[CH:12]=2)[CH:9]([OH:35])[CH2:10][OH:30])=[N:4][CH:5]=[CH:6][CH:7]=1. (9) Given the reactants [C:1]([C:5]1[N:10]=[C:9]([NH:11][C:12]2[CH:17]=[C:16](Cl)[N:15]=[N:14][C:13]=2[C:19]([NH2:21])=[O:20])[CH:8]=[CH:7][N:6]=1)([CH3:4])([CH3:3])[CH3:2].CS(C)=O.[CH2:26]([NH2:29])[CH2:27][NH2:28], predict the reaction product. The product is: [NH2:28][CH2:27][CH2:26][NH:29][C:16]1[N:15]=[N:14][C:13]([C:19]([NH2:21])=[O:20])=[C:12]([NH:11][C:9]2[CH:8]=[CH:7][N:6]=[C:5]([C:1]([CH3:4])([CH3:3])[CH3:2])[N:10]=2)[CH:17]=1. (10) Given the reactants [O-2].[Zn+2:2].[P:3](=[O:7])([OH:6])([OH:5])[OH:4], predict the reaction product. The product is: [P:3]([O-:7])([O-:6])([O-:5])=[O:4].[Zn+2:2].[P:3]([O-:7])([O-:6])([O-:5])=[O:4].[Zn+2:2].[Zn+2:2].